Dataset: Forward reaction prediction with 1.9M reactions from USPTO patents (1976-2016). Task: Predict the product of the given reaction. (1) The product is: [CH2:1]([NH:13][C:34]([C:31]1[CH:30]=[CH:29][C:28]([C:25]2[CH:26]=[CH:27][C:22]([CH2:21][N:20]([C:52](=[O:56])[C:53]([OH:55])=[O:54])[CH2:64][C:63]3[CH:66]=[CH:67][CH:68]=[CH:69][C:62]=3[O:61][C:60]([F:71])([F:70])[F:59])=[CH:23][CH:24]=2)=[CH:33][CH:32]=1)=[O:35])[CH2:2][CH2:3][CH2:4][CH2:5][CH2:6][CH2:7][CH2:8][CH2:9][CH2:10][CH2:11][CH3:12]. Given the reactants [CH2:1]([NH2:13])[CH2:2][CH2:3][CH2:4][CH2:5][CH2:6][CH2:7][CH2:8][CH2:9][CH2:10][CH2:11][CH3:12].IC1C=CC(C[N:20]([C:52](=[O:56])[C:53]([OH:55])=[O:54])[CH2:21][C:22]2[CH:27]=[CH:26][C:25]([C:28]3[CH:33]=[CH:32][C:31]([C:34](NCCC4C=CC(OC5C=CC=CC=5)=CC=4)=[O:35])=[CH:30][CH:29]=3)=[CH:24][CH:23]=2)=CC=1.[F:59][C:60]([F:71])([F:70])[O:61][C:62]1[CH:69]=[CH:68][CH:67]=[CH:66][C:63]=1[CH:64]=O, predict the reaction product. (2) Given the reactants [OH-].[K+].C(=O)([O-])[O-].[K+].[K+].[C:9]([O:13][C:14](=[O:21])[NH:15][CH2:16][CH2:17][CH:18]([OH:20])[CH3:19])([CH3:12])([CH3:11])[CH3:10].Cl[C:23]1[C:28]([N+:29]([O-:31])=[O:30])=[CH:27][CH:26]=[CH:25][N:24]=1.C(N(CCOCCOC)CCOCCOC)COCCOC, predict the reaction product. The product is: [C:9]([O:13][C:14](=[O:21])[NH:15][CH2:16][CH2:17][CH:18]([O:20][C:23]1[C:28]([N+:29]([O-:31])=[O:30])=[CH:27][CH:26]=[CH:25][N:24]=1)[CH3:19])([CH3:10])([CH3:12])[CH3:11]. (3) Given the reactants I[C:2]1[CH:8]=[CH:7][C:5]([NH2:6])=[C:4]([N+:9]([O-:11])=[O:10])[CH:3]=1.CCN(C(C)C)C(C)C.[CH3:21][Si:22]([C:25]#[CH:26])([CH3:24])[CH3:23], predict the reaction product. The product is: [CH3:21][Si:22]([CH3:24])([CH3:23])[C:25]#[C:26][C:2]1[CH:8]=[CH:7][C:5]([NH2:6])=[C:4]([N+:9]([O-:11])=[O:10])[CH:3]=1. (4) Given the reactants C[O:2][C:3](=[O:29])[C:4]([S:20]([C:23]1[CH:28]=[CH:27][CH:26]=[CH:25][CH:24]=1)(=[O:22])=[O:21])([CH:6]1[CH2:18][CH2:17][C:16]2[C:15]3[C:10](=[CH:11][CH:12]=[C:13]([Cl:19])[CH:14]=3)[NH:9][C:8]=2[CH2:7]1)[CH3:5].[OH-].[Na+].[NH4+].[Cl-], predict the reaction product. The product is: [C:23]1([S:20]([C:4]([CH:6]2[CH2:18][CH2:17][C:16]3[C:15]4[C:10](=[CH:11][CH:12]=[C:13]([Cl:19])[CH:14]=4)[NH:9][C:8]=3[CH2:7]2)([CH3:5])[C:3]([OH:29])=[O:2])(=[O:22])=[O:21])[CH:24]=[CH:25][CH:26]=[CH:27][CH:28]=1. (5) Given the reactants Br[C:2]1[C:3]2[C:8]([C:9](Br)=[C:10]3[C:15]=1[CH:14]=[CH:13][CH:12]=[CH:11]3)=[CH:7][CH:6]=[CH:5][CH:4]=2.[C:17](I)([C:20]([C:23]([C:26]([C:29]([C:32]([F:35])([F:34])[F:33])([F:31])[F:30])([F:28])[F:27])([F:25])[F:24])([F:22])[F:21])([F:19])[F:18], predict the reaction product. The product is: [F:18][C:17]([F:19])([C:2]1[C:3]2[C:8]([C:9]([C:17]([F:19])([F:18])[C:20]([F:21])([F:22])[C:23]([F:24])([F:25])[C:26]([F:27])([F:28])[C:29]([F:31])([F:30])[C:32]([F:35])([F:34])[F:33])=[C:10]3[C:15]=1[CH:14]=[CH:13][CH:12]=[CH:11]3)=[CH:7][CH:6]=[CH:5][CH:4]=2)[C:20]([F:22])([F:21])[C:23]([F:25])([F:24])[C:26]([F:28])([F:27])[C:29]([F:31])([F:30])[C:32]([F:35])([F:34])[F:33]. (6) Given the reactants N12CCN(CC1)CC2.Cl[CH2:10][C:11]([O:13][C:14]([CH3:17])([CH3:16])[CH3:15])=[O:12].[Cl:18][C:19]1[CH:28]=[CH:27][C:26]2[C:21](=[CH:22][CH:23]=[C:24]([S:29]([CH:32]=[CH2:33])(=[O:31])=[O:30])[CH:25]=2)[CH:20]=1.[OH-].[Na+], predict the reaction product. The product is: [Cl:18][C:19]1[CH:20]=[C:21]2[C:26](=[CH:27][CH:28]=1)[CH:25]=[C:24]([S:29]([C@@H:32]1[CH2:33][C@H:10]1[C:11]([O:13][C:14]([CH3:17])([CH3:16])[CH3:15])=[O:12])(=[O:31])=[O:30])[CH:23]=[CH:22]2. (7) The product is: [Br:1][C:2]1[CH:3]=[C:4]2[N:9]=[C:15]([C:14]3[CH:17]=[CH:18][C:11]([OH:10])=[C:12]([O:19][CH3:20])[CH:13]=3)[NH:8][C:5]2=[N:6][CH:7]=1. Given the reactants [Br:1][C:2]1[CH:3]=[C:4]([NH2:9])[C:5]([NH2:8])=[N:6][CH:7]=1.[OH:10][C:11]1[CH:18]=[CH:17][C:14]([CH:15]=O)=[CH:13][C:12]=1[O:19][CH3:20], predict the reaction product. (8) Given the reactants [O:1]=[C:2]1[C:8]2=[N:9][C:10]3[CH:15]=[CH:14][C:13]([C:16]([OH:18])=O)=[CH:12][C:11]=3[N:7]2[CH2:6][CH2:5][CH2:4][NH:3]1.CN(C([O:26][N:27]1N=N[C:29]2[CH:30]=[CH:31]C=[N:33][C:28]1=2)=[N+](C)C)C.F[P-](F)(F)(F)(F)F.CCN(P1(N(C)CCCN1)=NC(C)(C)C)CC.CC1ON=C(N)C=1, predict the reaction product. The product is: [CH3:31][C:30]1[O:26][N:27]=[C:28]([NH:33][C:16]([C:13]2[CH:14]=[CH:15][C:10]3[N:9]=[C:8]4[C:2](=[O:1])[NH:3][CH2:4][CH2:5][CH2:6][N:7]4[C:11]=3[CH:12]=2)=[O:18])[CH:29]=1. (9) Given the reactants [CH3:1][S:2]([C:5]1[CH:10]=[CH:9][C:8]([NH:11][C:12]2[C:17]([N+:18]([O-:20])=[O:19])=[C:16]([O:21][CH:22]3[CH2:27][CH2:26][NH:25][CH2:24][CH2:23]3)[N:15]=[CH:14][N:13]=2)=[CH:7][CH:6]=1)(=[O:4])=[O:3].Br[CH2:29][C:30](=[O:35])[C:31]([CH3:34])([CH3:33])[CH3:32].C(N(CC)CC)C, predict the reaction product. The product is: [CH3:1][S:2]([C:5]1[CH:10]=[CH:9][C:8]([NH:11][C:12]2[N:13]=[CH:14][N:15]=[C:16]([O:21][CH:22]3[CH2:27][CH2:26][N:25]([CH2:29][C:30](=[O:35])[C:31]([CH3:34])([CH3:33])[CH3:32])[CH2:24][CH2:23]3)[C:17]=2[N+:18]([O-:20])=[O:19])=[CH:7][CH:6]=1)(=[O:4])=[O:3]. (10) Given the reactants [C:1]([CH2:3][C:4]1[CH:25]=[CH:24][C:7]([CH2:8][C:9]2([CH:22]=O)[CH2:14][CH2:13][N:12]([C:15]([O:17][C:18]([CH3:21])([CH3:20])[CH3:19])=[O:16])[CH2:11][CH2:10]2)=[CH:6][CH:5]=1)#[N:2].C(O)(=O)C.[C:30]1([C@@H:36]2[CH2:38][C@H:37]2[NH2:39])[CH:35]=[CH:34][CH:33]=[CH:32][CH:31]=1.C(O[BH-](OC(=O)C)OC(=O)C)(=O)C.[Na+], predict the reaction product. The product is: [C:1]([CH2:3][C:4]1[CH:25]=[CH:24][C:7]([CH2:8][C:9]2([CH2:22][NH:39][C@@H:37]3[CH2:38][C@H:36]3[C:30]3[CH:35]=[CH:34][CH:33]=[CH:32][CH:31]=3)[CH2:14][CH2:13][N:12]([C:15]([O:17][C:18]([CH3:21])([CH3:20])[CH3:19])=[O:16])[CH2:11][CH2:10]2)=[CH:6][CH:5]=1)#[N:2].